Dataset: CYP2C19 inhibition data for predicting drug metabolism from PubChem BioAssay. Task: Regression/Classification. Given a drug SMILES string, predict its absorption, distribution, metabolism, or excretion properties. Task type varies by dataset: regression for continuous measurements (e.g., permeability, clearance, half-life) or binary classification for categorical outcomes (e.g., BBB penetration, CYP inhibition). Dataset: cyp2c19_veith. (1) The drug is CC1CC(C)CN(CCCNC(=O)C2CCCN(c3nnc(N4CCCC4=O)s3)C2)C1. The result is 0 (non-inhibitor). (2) The compound is O=C(O)c1cccc2cccc(-c3cccc4cccc(C(=O)O)c34)c12. The result is 0 (non-inhibitor). (3) The result is 1 (inhibitor). The drug is Cc1cc(C=C(C#N)C#N)c(C)n1-c1ccccc1. (4) The drug is COc1ccccc1-c1nccc(NCc2ccccc2)n1. The result is 1 (inhibitor). (5) The drug is C[N+]12CCC(CC1)[C@@H](OC(=O)C(O)(c1ccccc1)c1ccccc1)C2. The result is 0 (non-inhibitor). (6) The result is 0 (non-inhibitor). The compound is CCOP(=O)(OCC)C(NC(C)=O)C(Cl)(Cl)Cl.